Dataset: Full USPTO retrosynthesis dataset with 1.9M reactions from patents (1976-2016). Task: Predict the reactants needed to synthesize the given product. The reactants are: [Br-].[F:2][C:3]1[CH:8]=[CH:7][C:6]([S+:9]([C:16]2[CH:21]=[CH:20][CH:19]=[CH:18][CH:17]=2)[C:10]2[CH:15]=[CH:14][CH:13]=[CH:12][CH:11]=2)=[CH:5][CH:4]=1.[F:22][C:23]([F:39])([S:35]([O-:38])(=[O:37])=[O:36])[CH:24]([O:29][C:30](=[O:34])[C:31]([CH3:33])=[CH2:32])[C:25]([F:28])([F:27])[F:26].C([N+](C)(C)C)C1C=CC=CC=1. Given the product [F:39][C:23]([F:22])([S:35]([O-:38])(=[O:36])=[O:37])[CH:24]([O:29][C:30](=[O:34])[C:31]([CH3:33])=[CH2:32])[C:25]([F:26])([F:28])[F:27].[F:2][C:3]1[CH:8]=[CH:7][C:6]([S+:9]([C:16]2[CH:17]=[CH:18][CH:19]=[CH:20][CH:21]=2)[C:10]2[CH:15]=[CH:14][CH:13]=[CH:12][CH:11]=2)=[CH:5][CH:4]=1, predict the reactants needed to synthesize it.